From a dataset of Reaction yield outcomes from USPTO patents with 853,638 reactions. Predict the reaction yield, written as a fraction of the theoretical maximum amount of product (1.0 means a 100% yield; for example, 0.34 means a 34% yield). (1) The reactants are [CH:1](=[N:8][NH:9][C:10]1[CH:18]=[CH:17][CH:16]=[CH:15][C:11]=1[C:12]([OH:14])=[O:13])[C:2]1[CH:7]=[CH:6][CH:5]=[CH:4][CH:3]=1.O1CCC[CH2:20]1.C[Si](C=[N+]=[N-])(C)C. The catalyst is CO. The product is [CH:1](=[N:8][NH:9][C:10]1[CH:18]=[CH:17][CH:16]=[CH:15][C:11]=1[C:12]([O:14][CH3:20])=[O:13])[C:2]1[CH:3]=[CH:4][CH:5]=[CH:6][CH:7]=1. The yield is 1.00. (2) The reactants are [CH:1]([PH:3](=[O:6])[CH:4]=[CH2:5])=[CH2:2].[CH2:7]([NH2:14])[C:8]1[CH:13]=[CH:12][CH:11]=[CH:10][CH:9]=1.[CH2:15]1[CH2:19]O[CH2:17][CH2:16]1. The catalyst is O. The product is [CH2:7]([N:14]1[CH2:5][CH2:4][P:3](=[O:6])([CH2:17][CH:16]2[CH2:19][CH2:15]2)[CH2:1][CH2:2]1)[C:8]1[CH:13]=[CH:12][CH:11]=[CH:10][CH:9]=1. The yield is 0.810.